From a dataset of Catalyst prediction with 721,799 reactions and 888 catalyst types from USPTO. Predict which catalyst facilitates the given reaction. (1) The catalyst class is: 5. Reactant: [Cl:1][C:2]1[CH:7]=[C:6]([N+:8]([O-])=O)[CH:5]=[CH:4][C:3]=1[N:11]1[C:19](=[O:20])[CH:14]2[CH2:15][S:16][CH2:17][CH2:18][N:13]2[C:12]1=[O:21]. Product: [NH2:8][C:6]1[CH:5]=[CH:4][C:3]([N:11]2[C:19](=[O:20])[CH:14]3[CH2:15][S:16][CH2:17][CH2:18][N:13]3[C:12]2=[O:21])=[C:2]([Cl:1])[CH:7]=1. (2) Reactant: C(O[CH:5]=[CH2:6])(=O)C.BrBr.O=[C:10]([CH3:17])[CH2:11][C:12]([O:14][CH2:15][CH3:16])=[O:13].[NH3:18]. Product: [CH3:17][C:10]1[NH:18][CH:5]=[CH:6][C:11]=1[C:12]([O:14][CH2:15][CH3:16])=[O:13]. The catalyst class is: 6. (3) Reactant: Cl.[Cl:2][C:3]1[CH:8]=[CH:7][C:6]([CH:9]([CH:13]2[CH2:18][CH2:17][N:16](C(OC(C)(C)C)=O)[CH2:15][CH2:14]2)[CH:10]([F:12])[F:11])=[CH:5][CH:4]=1. Product: [ClH:2].[Cl:2][C:3]1[CH:4]=[CH:5][C:6]([CH:9]([CH:13]2[CH2:14][CH2:15][NH:16][CH2:17][CH2:18]2)[CH:10]([F:11])[F:12])=[CH:7][CH:8]=1. The catalyst class is: 5. (4) Reactant: Cl.[CH3:2][O:3][C:4](=[O:12])[C@H:5]([CH2:7][C:8]([O:10][CH3:11])=[O:9])[NH2:6].[IH:13]. Product: [IH:13].[CH3:2][O:3][C:4](=[O:12])[C@H:5]([CH2:7][C:8]([O:10][CH3:11])=[O:9])[NH2:6]. The catalyst class is: 5. (5) Reactant: [NH:1]1[CH2:6][CH2:5][CH2:4][CH2:3][CH2:2]1.CS(O[CH2:12][C:13]1[CH:18]=[CH:17][CH:16]=[C:15]([C:19](=[O:24])[N:20]([O:22][CH3:23])[CH3:21])[N:14]=1)(=O)=O.[I-].[Na+].C(=O)([O-])O.[Na+]. Product: [CH3:23][O:22][N:20]([CH3:21])[C:19](=[O:24])[C:15]1[CH:16]=[CH:17][CH:18]=[C:13]([CH2:12][N:1]2[CH2:6][CH2:5][CH2:4][CH2:3][CH2:2]2)[N:14]=1. The catalyst class is: 7. (6) Reactant: [CH2:1]([CH:3]([CH2:24][CH2:25][CH2:26][CH3:27])[CH2:4][O:5][C:6]1[CH:23]=[C:10]2[CH:11]=[CH:12][CH:13]=[C:14]3[C:15](=[O:22])[C:16]4[CH:17]=[CH:18][CH:19]=[CH:20][C:21]=4[C:8](=[C:9]23)[CH:7]=1)[CH3:2].[Br:28]N1C(=O)CCC1=O. Product: [Br:28][C:23]1[C:6]([O:5][CH2:4][CH:3]([CH2:1][CH3:2])[CH2:24][CH2:25][CH2:26][CH3:27])=[CH:7][C:8]2[C:21]3[CH:20]=[CH:19][CH:18]=[CH:17][C:16]=3[C:15](=[O:22])[C:14]3[C:9]=2[C:10]=1[CH:11]=[CH:12][CH:13]=3. The catalyst class is: 3. (7) Reactant: [Br:1][C:2]1[CH:12]=[C:11]2[C:5]([CH:6]3[CH2:14][CH:8]([NH:9][C:10]2=O)[CH2:7]3)=[CH:4][CH:3]=1.P(Cl)(Cl)(Cl)(Cl)[Cl:16].CCN(C(C)C)C(C)C. Product: [Br:1][C:2]1[CH:12]=[C:11]2[C:5]([CH:6]3[CH2:14][CH:8]([N:9]=[C:10]2[Cl:16])[CH2:7]3)=[CH:4][CH:3]=1. The catalyst class is: 11. (8) Reactant: [F:1][C:2]1[CH:3]=[C:4]([C:21]2[CH:22]=[CH:23][C:24]([C:27]([OH:29])=O)=[N:25][CH:26]=2)[CH:5]=[CH:6][C:7]=1[O:8][CH2:9][CH:10]1[CH2:15][CH2:14][N:13]([CH2:16][C:17]([F:20])([CH3:19])[CH3:18])[CH2:12][CH2:11]1.[NH:30]1[CH2:34][CH2:33][CH2:32][C@H:31]1[C:35]([NH2:37])=[O:36].CCN(C(C)C)C(C)C.CCN=C=NCCCN(C)C.C1C=CC2N(O)N=NC=2C=1. Product: [F:1][C:2]1[CH:3]=[C:4]([C:21]2[CH:22]=[CH:23][C:24]([C:27]([N:30]3[CH2:34][CH2:33][CH2:32][C@H:31]3[C:35]([NH2:37])=[O:36])=[O:29])=[N:25][CH:26]=2)[CH:5]=[CH:6][C:7]=1[O:8][CH2:9][CH:10]1[CH2:11][CH2:12][N:13]([CH2:16][C:17]([F:20])([CH3:19])[CH3:18])[CH2:14][CH2:15]1. The catalyst class is: 18. (9) Reactant: [F:1][C:2]1[CH:10]=[C:9]2[C:5]([CH:6]=[CH:7][N:8]2[S:11]([C:14]2[CH:19]=[CH:18][C:17]([O:20][CH2:21][C:22]([F:27])([F:26])[CH:23]([F:25])[F:24])=[C:16]([N:28]3[CH2:33][CH2:32][NH:31][CH2:30][CH2:29]3)[CH:15]=2)(=[O:13])=[O:12])=[CH:4][CH:3]=1.[C:34]([BH3-])#N.[Na+].C=O. Product: [F:1][C:2]1[CH:10]=[C:9]2[C:5]([CH:6]=[CH:7][N:8]2[S:11]([C:14]2[CH:19]=[CH:18][C:17]([O:20][CH2:21][C:22]([F:26])([F:27])[CH:23]([F:24])[F:25])=[C:16]([N:28]3[CH2:29][CH2:30][N:31]([CH3:34])[CH2:32][CH2:33]3)[CH:15]=2)(=[O:12])=[O:13])=[CH:4][CH:3]=1. The catalyst class is: 5. (10) Reactant: Cl[C:2]1[C:11]([CH3:12])=[C:10]([Cl:13])[C:9]2[C:4](=[CH:5][C:6]([F:15])=[CH:7][C:8]=2[F:14])[N:3]=1.C[C:17]1[C:22](B2OC(C)(C)C(C)(C)O2)=[CH:21][CH:20]=[CH:19][N:18]=1.C(=O)([O-])[O-].[K+].[K+]. Product: [Cl:13][C:10]1[C:9]2[C:4](=[CH:5][C:6]([F:15])=[CH:7][C:8]=2[F:14])[N:3]=[C:2]([C:11]2[CH:2]=[N:3][C:4]([N:18]3[CH2:17][CH2:22][CH2:21][CH2:20][CH2:19]3)=[CH:9][CH:10]=2)[C:11]=1[CH3:12]. The catalyst class is: 11.